The task is: Predict the reactants needed to synthesize the given product.. This data is from Full USPTO retrosynthesis dataset with 1.9M reactions from patents (1976-2016). (1) Given the product [O:23]=[C:22]1[NH:1][C:2]2[CH:9]=[CH:8][C:5]([C:6]#[N:7])=[CH:4][C:3]=2[CH2:10][O:11]1, predict the reactants needed to synthesize it. The reactants are: [NH2:1][C:2]1[CH:9]=[CH:8][C:5]([C:6]#[N:7])=[CH:4][C:3]=1[CH2:10][OH:11].CCN(C(C)C)C(C)C.Cl[C:22](OCC)=[O:23]. (2) Given the product [CH2:1]([O:8][C:9]1[CH:14]=[CH:13][C:12]([O:15][CH3:19])=[C:11]([N+:16]([O-:18])=[O:17])[CH:10]=1)[C:2]1[CH:3]=[CH:4][CH:5]=[CH:6][CH:7]=1, predict the reactants needed to synthesize it. The reactants are: [CH2:1]([O:8][C:9]1[CH:14]=[CH:13][C:12]([OH:15])=[C:11]([N+:16]([O-:18])=[O:17])[CH:10]=1)[C:2]1[CH:7]=[CH:6][CH:5]=[CH:4][CH:3]=1.[C:19]([O-])([O-])=O.[K+].[K+].CI. (3) Given the product [F:1][C:2]1[C:7]([C:8]([C:9]2[C:17]3[C:16]([CH3:18])=[N:15][CH:14]=[N:13][C:12]=3[NH:11][CH:10]=2)=[O:19])=[C:6]([F:20])[CH:5]=[CH:4][C:3]=1[NH:21][S:22]([CH2:25][CH:26]([CH3:28])[CH3:27])(=[O:24])=[O:23], predict the reactants needed to synthesize it. The reactants are: [F:1][C:2]1[C:7]([CH:8]([OH:19])[C:9]2[C:17]3[C:16]([CH3:18])=[N:15][CH:14]=[N:13][C:12]=3[NH:11][CH:10]=2)=[C:6]([F:20])[CH:5]=[CH:4][C:3]=1[NH:21][S:22]([CH2:25][CH:26]([CH3:28])[CH3:27])(=[O:24])=[O:23].CC(OI1(OC(C)=O)(OC(C)=O)OC(=O)C2C=CC=CC1=2)=O.S([O-])([O-])(=O)=S.[Na+].[Na+].C(=O)(O)[O-].[Na+]. (4) Given the product [F:30][C:27]1[CH:28]=[CH:29][C:24]([C:20]2[N:19]([C:13]3[CH:18]=[CH:17][CH:16]=[CH:15][CH:14]=3)[C:3]([C:2]([F:1])([F:8])[F:9])=[N:12][N:11]=2)=[CH:25][CH:26]=1, predict the reactants needed to synthesize it. The reactants are: [F:1][C:2]([F:9])([F:8])[C:3](OCC)=O.O.[NH2:11][NH2:12].[C:13]1([N:19]=[C:20]([C:24]2[CH:29]=[CH:28][C:27]([F:30])=[CH:26][CH:25]=2)SCC)[CH:18]=[CH:17][CH:16]=[CH:15][CH:14]=1. (5) Given the product [CH3:24][N:25]([CH3:36])[S:26]([C:29]1[CH:34]=[CH:33][C:32]([NH:35]/[C:13](=[C:6]2\[C:5](=[O:23])[NH:4][C:12]3[C:7]\2=[CH:8][CH:9]=[CH:10][CH:11]=3)/[C:14]2[CH:15]=[CH:16][CH:17]=[CH:18][CH:19]=2)=[CH:31][CH:30]=1)(=[O:27])=[O:28], predict the reactants needed to synthesize it. The reactants are: C([N:4]1[C:12]2[C:7](=[CH:8][CH:9]=[CH:10][CH:11]=2)[C:6](=[C:13](OCC)[C:14]2[CH:19]=[CH:18][CH:17]=[CH:16][CH:15]=2)[C:5]1=[O:23])(=O)C.[CH3:24][N:25]([CH3:36])[S:26]([C:29]1[CH:34]=[CH:33][C:32]([NH2:35])=[CH:31][CH:30]=1)(=[O:28])=[O:27]. (6) Given the product [O:60]=[C:46]1[CH:45]2[C:44]3[N:43]([CH:42]=[CH:41][C:40]=3[CH2:39][CH2:38][C@@H:37]2[NH:36][C:16](=[O:18])[C@H:11]([C@H:12]([CH2:14][CH3:15])[CH3:13])[NH:10][C:8](=[O:9])[CH2:7][C:1]2[CH:2]=[CH:3][CH:4]=[CH:5][CH:6]=2)[CH2:49][C@@H:48]([C:50]([OH:52])=[O:51])[CH2:47]1, predict the reactants needed to synthesize it. The reactants are: [C:1]1([CH2:7][C:8]([NH:10][C@H:11]([C:16]([OH:18])=O)[C@H:12]([CH2:14][CH3:15])[CH3:13])=[O:9])[CH:6]=[CH:5][CH:4]=[CH:3][CH:2]=1.C1C2C(COC([NH:36][C@@H:37]3[CH:45]4[C:46](=[O:60])[CH2:47][C@H:48]([C:50]([O:52]CC5C=CC=CC=5)=[O:51])[CH2:49][N:43]5[C:44]4=[C:40]([CH:41]=[CH:42]5)[CH2:39][CH2:38]3)=O)C3C(=CC=CC=3)C=2C=CC=1. (7) Given the product [CH3:13][O:12][N:11]([CH3:10])[C:6]([C:5]1[S:1][N:2]=[CH:3][CH:4]=1)=[O:8], predict the reactants needed to synthesize it. The reactants are: [S:1]1[C:5]([C:6]([OH:8])=O)=[CH:4][CH:3]=[N:2]1.Cl.[CH3:10][NH:11][O:12][CH3:13].Cl.CN(C)CCCN=C=NCC.C(N(CC)CC)C. (8) The reactants are: [CH:1]1([NH:4][C:5](=[O:26])[C@@H:6]([OH:25])[C@@H:7]([N:10](CC2C=CC=CC=2)CC2C=CC=CC=2)[CH2:8][CH3:9])[CH2:3][CH2:2]1. Given the product [NH2:10][C@@H:7]([CH2:8][CH3:9])[C@H:6]([OH:25])[C:5]([NH:4][CH:1]1[CH2:2][CH2:3]1)=[O:26], predict the reactants needed to synthesize it. (9) Given the product [O:14]1[C:10]2[CH:9]=[CH:8][CH:7]=[C:6]([O:5][C:4]3[CH:15]=[CH:16][C:17]([NH2:19])=[CH:18][C:3]=3[Cl:2])[C:11]=2[CH:12]=[CH:13]1, predict the reactants needed to synthesize it. The reactants are: Cl.[Cl:2][C:3]1[CH:18]=[C:17]([N+:19]([O-])=O)[CH:16]=[CH:15][C:4]=1[O:5][C:6]1[C:11]2[CH:12]=[CH:13][O:14][C:10]=2[CH:9]=[CH:8][CH:7]=1.[OH-].[Na+].